This data is from Full USPTO retrosynthesis dataset with 1.9M reactions from patents (1976-2016). The task is: Predict the reactants needed to synthesize the given product. Given the product [CH3:12][O:11][C:4]1[N:3]=[C:2]([NH:13][CH:14]([CH2:17][OH:18])[CH2:15][OH:16])[C:7]([N+:8]([O-:10])=[O:9])=[CH:6][CH:5]=1, predict the reactants needed to synthesize it. The reactants are: Cl[C:2]1[C:7]([N+:8]([O-:10])=[O:9])=[CH:6][CH:5]=[C:4]([O:11][CH3:12])[N:3]=1.[NH2:13][CH:14]([CH2:17][OH:18])[CH2:15][OH:16].